From a dataset of NCI-60 drug combinations with 297,098 pairs across 59 cell lines. Regression. Given two drug SMILES strings and cell line genomic features, predict the synergy score measuring deviation from expected non-interaction effect. (1) Drug 1: C1CC(=O)NC(=O)C1N2CC3=C(C2=O)C=CC=C3N. Drug 2: CC1CCC2CC(C(=CC=CC=CC(CC(C(=O)C(C(C(=CC(C(=O)CC(OC(=O)C3CCCCN3C(=O)C(=O)C1(O2)O)C(C)CC4CCC(C(C4)OC)O)C)C)O)OC)C)C)C)OC. Cell line: U251. Synergy scores: CSS=22.0, Synergy_ZIP=-9.32, Synergy_Bliss=-4.45, Synergy_Loewe=-18.1, Synergy_HSA=0.465. (2) Drug 1: CN1CCC(CC1)COC2=C(C=C3C(=C2)N=CN=C3NC4=C(C=C(C=C4)Br)F)OC. Drug 2: N.N.Cl[Pt+2]Cl. Cell line: RPMI-8226. Synergy scores: CSS=2.27, Synergy_ZIP=5.55, Synergy_Bliss=17.3, Synergy_Loewe=1.71, Synergy_HSA=6.26. (3) Drug 1: C1CCC(CC1)NC(=O)N(CCCl)N=O. Drug 2: C1=CC(=CC=C1C#N)C(C2=CC=C(C=C2)C#N)N3C=NC=N3. Cell line: KM12. Synergy scores: CSS=15.3, Synergy_ZIP=-4.94, Synergy_Bliss=-8.11, Synergy_Loewe=-2.79, Synergy_HSA=-2.20. (4) Drug 1: C1CN1C2=NC(=NC(=N2)N3CC3)N4CC4. Drug 2: CC12CCC3C(C1CCC2=O)CC(=C)C4=CC(=O)C=CC34C. Cell line: MDA-MB-435. Synergy scores: CSS=7.31, Synergy_ZIP=-0.627, Synergy_Bliss=5.08, Synergy_Loewe=1.87, Synergy_HSA=1.95. (5) Drug 1: CS(=O)(=O)C1=CC(=C(C=C1)C(=O)NC2=CC(=C(C=C2)Cl)C3=CC=CC=N3)Cl. Drug 2: CC1CCC2CC(C(=CC=CC=CC(CC(C(=O)C(C(C(=CC(C(=O)CC(OC(=O)C3CCCCN3C(=O)C(=O)C1(O2)O)C(C)CC4CCC(C(C4)OC)OCCO)C)C)O)OC)C)C)C)OC. Cell line: RPMI-8226. Synergy scores: CSS=26.6, Synergy_ZIP=1.83, Synergy_Bliss=7.50, Synergy_Loewe=-24.8, Synergy_HSA=0.930. (6) Drug 1: C1=CN(C(=O)N=C1N)C2C(C(C(O2)CO)O)O.Cl. Drug 2: CC1=C(C=C(C=C1)NC(=O)C2=CC=C(C=C2)CN3CCN(CC3)C)NC4=NC=CC(=N4)C5=CN=CC=C5. Cell line: U251. Synergy scores: CSS=12.0, Synergy_ZIP=-13.0, Synergy_Bliss=-12.5, Synergy_Loewe=-8.42, Synergy_HSA=-7.58. (7) Drug 1: C(CCl)NC(=O)N(CCCl)N=O. Drug 2: CC12CCC3C(C1CCC2OP(=O)(O)O)CCC4=C3C=CC(=C4)OC(=O)N(CCCl)CCCl.[Na+]. Cell line: COLO 205. Synergy scores: CSS=11.5, Synergy_ZIP=-4.46, Synergy_Bliss=-2.74, Synergy_Loewe=-6.66, Synergy_HSA=-3.42. (8) Drug 1: CC1=C(C=C(C=C1)NC(=O)C2=CC=C(C=C2)CN3CCN(CC3)C)NC4=NC=CC(=N4)C5=CN=CC=C5. Drug 2: CCN(CC)CCNC(=O)C1=C(NC(=C1C)C=C2C3=C(C=CC(=C3)F)NC2=O)C. Cell line: CAKI-1. Synergy scores: CSS=8.77, Synergy_ZIP=-4.64, Synergy_Bliss=-7.91, Synergy_Loewe=-14.2, Synergy_HSA=-11.1. (9) Drug 1: CC(C1=C(C=CC(=C1Cl)F)Cl)OC2=C(N=CC(=C2)C3=CN(N=C3)C4CCNCC4)N. Drug 2: CC1=C(C=C(C=C1)NC(=O)C2=CC=C(C=C2)CN3CCN(CC3)C)NC4=NC=CC(=N4)C5=CN=CC=C5. Cell line: SNB-75. Synergy scores: CSS=2.26, Synergy_ZIP=-0.587, Synergy_Bliss=0.263, Synergy_Loewe=-2.63, Synergy_HSA=-0.796.